Dataset: Retrosynthesis with 50K atom-mapped reactions and 10 reaction types from USPTO. Task: Predict the reactants needed to synthesize the given product. (1) Given the product COc1c2c(c3n(c1=O)CCCCN(CCOCc1ccccc1)C3=O)CCN(Cc1ccc(F)c(Cl)c1)C2=O, predict the reactants needed to synthesize it. The reactants are: COc1c2c(c(C(=O)N(CCCCOS(C)(=O)=O)CCOCc3ccccc3)[nH]c1=O)CCN(Cc1ccc(F)c(Cl)c1)C2=O. (2) Given the product Cc1ccncc1-c1csc(-c2cccnc2)n1, predict the reactants needed to synthesize it. The reactants are: Cc1ccncc1C(=O)CBr.NC(=S)c1cccnc1.